Regression. Given a peptide amino acid sequence and an MHC pseudo amino acid sequence, predict their binding affinity value. This is MHC class I binding data. From a dataset of Peptide-MHC class I binding affinity with 185,985 pairs from IEDB/IMGT. (1) The peptide sequence is RRYQKSTEL. The MHC is Gogo-B0101 with pseudo-sequence Gogo-B0101. The binding affinity (normalized) is 0.633. (2) The MHC is Mamu-B17 with pseudo-sequence Mamu-B17. The peptide sequence is FPFKYAAAF. The binding affinity (normalized) is 0.741. (3) The peptide sequence is YSLAGSSPF. The MHC is HLA-A68:02 with pseudo-sequence HLA-A68:02. The binding affinity (normalized) is 0.0847.